This data is from Forward reaction prediction with 1.9M reactions from USPTO patents (1976-2016). The task is: Predict the product of the given reaction. Given the reactants [CH3:1][O:2][C:3]1[N:8]=[CH:7][C:6]([C:9]2[C:10]3[CH:17]=[C:16]([CH2:18][O:19][C:20]4[CH:25]=[CH:24][C:23]([C@@H:26]([C:33]#[C:34][CH3:35])[CH2:27][C:28]([O:30]CC)=[O:29])=[CH:22][CH:21]=4)[CH:15]=[CH:14][C:11]=3[S:12][CH:13]=2)=[C:5]([CH3:36])[CH:4]=1.[Li+].[OH-].Cl, predict the reaction product. The product is: [CH3:1][O:2][C:3]1[N:8]=[CH:7][C:6]([C:9]2[C:10]3[CH:17]=[C:16]([CH2:18][O:19][C:20]4[CH:25]=[CH:24][C:23]([C@@H:26]([C:33]#[C:34][CH3:35])[CH2:27][C:28]([OH:30])=[O:29])=[CH:22][CH:21]=4)[CH:15]=[CH:14][C:11]=3[S:12][CH:13]=2)=[C:5]([CH3:36])[CH:4]=1.